Dataset: Catalyst prediction with 721,799 reactions and 888 catalyst types from USPTO. Task: Predict which catalyst facilitates the given reaction. Reactant: [CH3:1][N:2]1[CH:10]=[C:9]2[C:4]([C:5](B3OC(C)(C)C(C)(C)O3)=[CH:6][CH:7]=[CH:8]2)=[N:3]1.Cl[C:21]1[C:26]([Cl:27])=[CH:25][C:24]([Cl:28])=[CH:23][N:22]=1.CN(C=O)C.[O-]P([O-])([O-])=O.[K+].[K+].[K+]. Product: [Cl:27][C:26]1[C:21]([C:5]2[C:4]3[C:9](=[CH:10][N:2]([CH3:1])[N:3]=3)[CH:8]=[CH:7][CH:6]=2)=[N:22][CH:23]=[C:24]([Cl:28])[CH:25]=1. The catalyst class is: 6.